From a dataset of Reaction yield outcomes from USPTO patents with 853,638 reactions. Predict the reaction yield, written as a fraction of the theoretical maximum amount of product (1.0 means a 100% yield; for example, 0.34 means a 34% yield). (1) The reactants are O=P(Cl)(Cl)Cl.[CH3:6][O:7][C:8]1[CH:9]=[C:10]2[C:14](=[CH:15][C:16]=1[F:17])[NH:13][CH:12]=[CH:11]2.[OH-].[Na+].CN(C)[CH:22]=[O:23]. No catalyst specified. The product is [F:17][C:16]1[CH:15]=[C:14]2[C:10]([C:11]([CH:22]=[O:23])=[CH:12][NH:13]2)=[CH:9][C:8]=1[O:7][CH3:6]. The yield is 0.950. (2) The reactants are [CH3:1][C:2]1[O:6][N:5]=[C:4]([C:7]2[CH:12]=[CH:11][CH:10]=[CH:9][C:8]=2[C:13]([F:16])([F:15])[F:14])[C:3]=1[C:17]([OH:19])=O.Cl.C(N=C=NCCCN(C)C)C.OC1C2N=NNC=2C=CC=1.[N:42]1([C:48]2[CH:53]=[CH:52][C:51]([OH:54])=[CH:50][CH:49]=2)[CH2:47][CH2:46][NH:45][CH2:44][CH2:43]1. No catalyst specified. The product is [OH:54][C:51]1[CH:50]=[CH:49][C:48]([N:42]2[CH2:47][CH2:46][N:45]([C:17]([C:3]3[C:4]([C:7]4[CH:12]=[CH:11][CH:10]=[CH:9][C:8]=4[C:13]([F:14])([F:15])[F:16])=[N:5][O:6][C:2]=3[CH3:1])=[O:19])[CH2:44][CH2:43]2)=[CH:53][CH:52]=1. The yield is 0.590. (3) The reactants are [CH3:1][CH:2]([C:4]1[C:8]([CH2:9][CH2:10][C:11]([O:13][CH2:14][CH3:15])=[O:12])=[CH:7][NH:6][N:5]=1)[CH3:3].Cl[C:17]1[CH:22]=[CH:21][C:20]([N+:23]([O-:25])=[O:24])=[CH:19][N:18]=1.CN(C)C=O.[H-].[Na+]. The catalyst is O. The product is [CH3:3][CH:2]([C:4]1[C:8]([CH2:9][CH2:10][C:11]([O:13][CH2:14][CH3:15])=[O:12])=[CH:7][N:6]([C:17]2[CH:22]=[CH:21][C:20]([N+:23]([O-:25])=[O:24])=[CH:19][N:18]=2)[N:5]=1)[CH3:1]. The yield is 0.740. (4) The reactants are C[O:2][C:3]([C:5]1[N:6]([CH2:31][CH:32]=O)[CH:7]=[C:8]([C:20](=[O:30])[NH:21][CH2:22][C:23]2[CH:28]=[CH:27][C:26]([F:29])=[CH:25][CH:24]=2)[C:9](=[O:19])[C:10]=1[O:11][CH2:12][C:13]1[CH:18]=[CH:17][CH:16]=[CH:15][CH:14]=1)=O.[NH2:34][C@@H:35]([CH3:42])[CH2:36][CH2:37][NH:38][CH:39]([CH3:41])[CH3:40].C(O)(=O)C. The catalyst is ClCCl. The product is [F:29][C:26]1[CH:25]=[CH:24][C:23]([CH2:22][NH:21][C:20]([C:8]2[C:9](=[O:19])[C:10]([O:11][CH2:12][C:13]3[CH:18]=[CH:17][CH:16]=[CH:15][CH:14]=3)=[C:5]3[C:3](=[O:2])[N:34]4[C@@H:35]([CH3:42])[CH2:36][CH2:37][N:38]([CH:39]([CH3:41])[CH3:40])[C@@H:32]4[CH2:31][N:6]3[CH:7]=2)=[O:30])=[CH:28][CH:27]=1. The yield is 0.560. (5) The reactants are [F:1][C:2]1[CH:7]=[CH:6][CH:5]=[CH:4][C:3]=1[C:8]1[NH:16][C:15]2[CH:14]=[CH:13][N:12]=[CH:11][C:10]=2[CH:9]=1.[OH-:17].[Na+].Cl[CH2:20][C:21]1[O:25][N:24]=[C:23]([C:26]2[CH:31]=[CH:30][C:29]([F:32])=[CH:28][C:27]=2[C:33]([F:36])([F:35])[F:34])[CH:22]=1.CN([CH:40]=[O:41])C. No catalyst specified. The product is [F:34][C:33]([F:36])([F:35])[C:40]([O-:41])=[O:17].[F:1][C:2]1[CH:7]=[CH:6][CH:5]=[CH:4][C:3]=1[C:8]1[NH+:16]=[C:15]2[C:10](=[CH:11][N:12]([CH2:20][C:21]3[O:25][N:24]=[C:23]([C:26]4[CH:31]=[CH:30][C:29]([F:32])=[CH:28][C:27]=4[C:33]([F:36])([F:34])[F:35])[CH:22]=3)[CH:13]=[CH:14]2)[CH:9]=1. The yield is 0.860. (6) The catalyst is C1COCC1. The reactants are [OH:1][C:2]1[CH:3]=[C:4]([CH:8]=[C:9]2[C:14](=[O:15])[O:13][C:12]([CH3:17])([CH3:16])[O:11][C:10]2=[O:18])[CH:5]=[CH:6][CH:7]=1.[CH:19]1([Mg]Br)[CH2:21][CH2:20]1. The yield is 0.872. The product is [CH:19]1([CH:8]([C:4]2[CH:5]=[CH:6][CH:7]=[C:2]([OH:1])[CH:3]=2)[CH:9]2[C:10](=[O:18])[O:11][C:12]([CH3:16])([CH3:17])[O:13][C:14]2=[O:15])[CH2:21][CH2:20]1. (7) The reactants are [F:1][C:2]1[CH:7]=[C:6](I)[CH:5]=[CH:4][C:3]=1[N:9]1[CH:14]=[C:13]([O:15][CH3:16])[C:12](=[O:17])[C:11]([C:18]2[N:22]([C:23]3[CH:28]=[CH:27][CH:26]=[CH:25][CH:24]=3)[N:21]=[CH:20][CH:19]=2)=[N:10]1.[C:29]([N:33]1[CH2:37][CH2:36][NH:35][C:34]1=[O:38])([CH3:32])([CH3:31])[CH3:30].N[C@@H]1CCCC[C@H]1N.[O-]P([O-])([O-])=O.[K+].[K+].[K+]. The catalyst is C1(C)C=CC=CC=1.[Cu]I. The product is [C:29]([N:33]1[CH2:37][CH2:36][N:35]([C:6]2[CH:5]=[CH:4][C:3]([N:9]3[CH:14]=[C:13]([O:15][CH3:16])[C:12](=[O:17])[C:11]([C:18]4[N:22]([C:23]5[CH:28]=[CH:27][CH:26]=[CH:25][CH:24]=5)[N:21]=[CH:20][CH:19]=4)=[N:10]3)=[C:2]([F:1])[CH:7]=2)[C:34]1=[O:38])([CH3:32])([CH3:31])[CH3:30]. The yield is 0.390. (8) The reactants are C([O:4][C@H:5]1[C@H:10]([O:11]C(=O)C)[C@@H:9]([O:15]C(=O)C)[C@@H:8]([O:19][C@H:20]2[C@@H:25]([O:26][CH3:27])[C@@H:24]([NH:28][C:29]3[C:46](=[O:47])[C:45]4[CH:44]=[C:43]5[C:34]([C:35](=[O:63])[C@@:36]6([O:61][CH3:62])[C@@:41]([OH:49])([C:42]5=[O:48])[C:40]5[C:50]([OH:59])=[C:51]([C:55]([O:57][CH3:58])=[O:56])[C:52]([CH3:54])=[CH:53][C:39]=5[CH2:38][C@H:37]6[OH:60])=[C:33]([OH:64])[C:32]=4[C:31](=[O:65])[CH:30]=3)[O:23][C@@H:22]([CH3:66])[C@@H:21]2[O:67][CH3:68])[O:7][C@@H:6]1[CH2:69][O:70]C(=O)C)(=O)C.C(=O)([O-])[O-].[K+].[K+]. The catalyst is CO. The product is [CH3:27][O:26][C@@H:25]1[C@H:20]([O:19][C@H:8]2[C@H:9]([OH:15])[C@@H:10]([OH:11])[C@H:5]([OH:4])[C@@H:6]([CH2:69][OH:70])[O:7]2)[C@@H:21]([O:67][CH3:68])[C@H:22]([CH3:66])[O:23][C@@H:24]1[NH:28][C:29]1[C:46](=[O:47])[C:45]2[CH:44]=[C:43]3[C:34]([C:35](=[O:63])[C@@:36]4([O:61][CH3:62])[C@@:41]([OH:49])([C:42]3=[O:48])[C:40]3[C:50]([OH:59])=[C:51]([C:55]([O:57][CH3:58])=[O:56])[C:52]([CH3:54])=[CH:53][C:39]=3[CH2:38][C@H:37]4[OH:60])=[C:33]([OH:64])[C:32]=2[C:31](=[O:65])[CH:30]=1. The yield is 0.490. (9) The reactants are [O:1]1[CH:5]=[CH:4][CH:3]=[C:2]1[C:6]1[N:7]=[C:8]([NH:21][C:22](=[O:28])[O:23][C:24]([CH3:27])([CH3:26])[CH3:25])[S:9][C:10]=1[CH:11]([OH:20])[C:12]1[CH:17]=[CH:16][C:15]([O:18][CH3:19])=[CH:14][N:13]=1.CO. The catalyst is ClCCl. The product is [O:1]1[CH:5]=[CH:4][CH:3]=[C:2]1[C:6]1[N:7]=[C:8]([NH:21][C:22](=[O:28])[O:23][C:24]([CH3:26])([CH3:25])[CH3:27])[S:9][C:10]=1[C:11]([C:12]1[CH:17]=[CH:16][C:15]([O:18][CH3:19])=[CH:14][N:13]=1)=[O:20]. The yield is 0.910. (10) The reactants are [Cl:1][C:2]1[CH:3]=[N:4][N:5]([CH3:17])[C:6]=1[C:7]1[CH:8]=[C:9]([C:14]([OH:16])=O)[S:10][C:11]=1[O:12][CH3:13].[NH2:18][C@@H:19]([CH2:32][C:33]1[CH:38]=[CH:37][CH:36]=[C:35]([F:39])[CH:34]=1)[CH2:20][N:21]1[C:29](=[O:30])[C:28]2[C:23](=[CH:24][CH:25]=[CH:26][CH:27]=2)[C:22]1=[O:31].CC(OC(N[C@H](C(O)=O)CC1C=CC=CC=1C(F)(F)F)=O)(C)C.C1CN([P+](Br)(N2CCCC2)N2CCCC2)CC1.F[P-](F)(F)(F)(F)F.CCN(C(C)C)C(C)C. The catalyst is C(Cl)(Cl)Cl. The product is [Cl:1][C:2]1[CH:3]=[N:4][N:5]([CH3:17])[C:6]=1[C:7]1[CH:8]=[C:9]([C:14]([NH:18][C@@H:19]([CH2:32][C:33]2[CH:38]=[CH:37][CH:36]=[C:35]([F:39])[CH:34]=2)[CH2:20][N:21]2[C:29](=[O:30])[C:28]3[C:23](=[CH:24][CH:25]=[CH:26][CH:27]=3)[C:22]2=[O:31])=[O:16])[S:10][C:11]=1[O:12][CH3:13]. The yield is 0.630.